This data is from Reaction yield outcomes from USPTO patents with 853,638 reactions. The task is: Predict the reaction yield, written as a fraction of the theoretical maximum amount of product (1.0 means a 100% yield; for example, 0.34 means a 34% yield). (1) The reactants are [NH2:1][N:2]1[CH:7]=[CH:6][CH:5]=[CH:4][C:3]1=[NH2+:8].CC1C=C(C)C=C(C)C=1S([O-])(=O)=O.[OH-].[Na+].[OH:24][CH2:25][C:26](OC)=O. The catalyst is CCO. The product is [N:8]1[C:26]([CH2:25][OH:24])=[N:1][N:2]2[CH:7]=[CH:6][CH:5]=[CH:4][C:3]=12. The yield is 0.590. (2) The reactants are [Cl:1][C:2]1[CH:7]=[CH:6][C:5]([C:8]2[O:12][N:11]=[C:10]([C:13]([OH:15])=O)[CH:9]=2)=[CH:4][CH:3]=1.C(Cl)(=O)C(Cl)=O.[CH:22]([N:25]([CH3:36])[C:26]1[S:27][C:28]2[CH:34]=[C:33]([NH2:35])[CH:32]=[CH:31][C:29]=2[N:30]=1)([CH3:24])[CH3:23]. No catalyst specified. The product is [CH:22]([N:25]([CH3:36])[C:26]1[S:27][C:28]2[CH:34]=[C:33]([NH:35][C:13]([C:10]3[CH:9]=[C:8]([C:5]4[CH:4]=[CH:3][C:2]([Cl:1])=[CH:7][CH:6]=4)[O:12][N:11]=3)=[O:15])[CH:32]=[CH:31][C:29]=2[N:30]=1)([CH3:24])[CH3:23]. The yield is 0.360. (3) The reactants are [OH:1][C:2]1[CH:11]=[CH:10][C:5]2[C:6](=[O:9])[CH2:7][O:8][C:4]=2[C:3]=1[CH2:12][N:13]1[CH2:18][CH2:17][N:16]([C:19]([O:21][C:22]([CH3:25])([CH3:24])[CH3:23])=[O:20])[CH2:15][CH2:14]1.[CH2:26](O)[C:27]1[CH:32]=[CH:31][CH:30]=[CH:29][CH:28]=1.C1(P(C2C=CC=CC=2)C2C=CC=CC=2)C=CC=CC=1.N(C(OCC)=O)=NC(OCC)=O. The catalyst is C1(C)C=CC=CC=1. The product is [CH2:26]([O:1][C:2]1[CH:11]=[CH:10][C:5]2[C:6](=[O:9])[CH2:7][O:8][C:4]=2[C:3]=1[CH2:12][N:13]1[CH2:14][CH2:15][N:16]([C:19]([O:21][C:22]([CH3:25])([CH3:24])[CH3:23])=[O:20])[CH2:17][CH2:18]1)[C:27]1[CH:32]=[CH:31][CH:30]=[CH:29][CH:28]=1. The yield is 0.390.